Dataset: Retrosynthesis with 50K atom-mapped reactions and 10 reaction types from USPTO. Task: Predict the reactants needed to synthesize the given product. (1) Given the product CC(C)=Cc1ccc2c(c1)OCO2, predict the reactants needed to synthesize it. The reactants are: O=Cc1ccc2c(c1)OCO2.[Li]CCCC. (2) The reactants are: COC(=O)[C@H](CC(=O)OC(C)(C)C)NC(=O)c1ccc(-c2ccc(OC)cc2)cc1NC(=O)Nc1c(C)cc(C)cc1C. Given the product COC(=O)[C@H](CC(=O)O)NC(=O)c1ccc(-c2ccc(OC)cc2)cc1NC(=O)Nc1c(C)cc(C)cc1C, predict the reactants needed to synthesize it. (3) Given the product O=C1CCC2(Cc3ccccc3)c3ccc(O)cc3CCCC2C1, predict the reactants needed to synthesize it. The reactants are: O=C1C=C2CCCc3cc(O)ccc3C2(Cc2ccccc2)CC1. (4) Given the product COc1ccc(-c2cccc3c(N)c4c(nc23)CN(C2CCC2)C4=O)c(OC)n1, predict the reactants needed to synthesize it. The reactants are: COc1ccc(B(O)O)c(OC)n1.Nc1c2c(nc3c(Br)cccc13)CN(C1CCC1)C2=O. (5) Given the product Cc1cc(C2(O)C(=O)N(c3cccc(OC(F)(F)F)c3)c3ccccc32)cc(C)c1O[Si](C)(C)C(C)(C)C, predict the reactants needed to synthesize it. The reactants are: Cc1cc(C2(O)C(=O)Nc3ccccc32)cc(C)c1O[Si](C)(C)C(C)(C)C.OB(O)c1cccc(OC(F)(F)F)c1. (6) The reactants are: O=C(/C=C/c1ccc([N+](=O)[O-])cc1)c1ccccn1. Given the product Nc1ccc(/C=C/C(=O)c2ccccn2)cc1, predict the reactants needed to synthesize it. (7) Given the product CO[C@@H]([C@@H]1CCCN1C(=O)OCC1c2ccccc2-c2ccccc21)[C@@H](C)C(=O)N[C@@H](Cc1ccccc1)C(=O)OC(C)(C)C, predict the reactants needed to synthesize it. The reactants are: CC(C)(C)OC(=O)[C@@H](N)Cc1ccccc1.CO[C@@H]([C@@H]1CCCN1C(=O)OCC1c2ccccc2-c2ccccc21)[C@@H](C)C(=O)O.